This data is from hERG potassium channel inhibition data for cardiac toxicity prediction from Karim et al.. The task is: Regression/Classification. Given a drug SMILES string, predict its toxicity properties. Task type varies by dataset: regression for continuous values (e.g., LD50, hERG inhibition percentage) or binary classification for toxic/non-toxic outcomes (e.g., AMES mutagenicity, cardiotoxicity, hepatotoxicity). Dataset: herg_karim. (1) The drug is CCNS(=O)(=O)c1ccc(-c2ccc(CCN3CCC[C@H]3C)cc2)cc1. The result is 1 (blocker). (2) The compound is COc1cc(CCN2CCN(CC(OC)c3ccc4c(c3C)COC4=O)CC2)ccc1C#N. The result is 1 (blocker). (3) The molecule is Cc1ccccc1C(=O)c1ccc(Nc2ccc(Br)cc2N)cc1Cl. The result is 0 (non-blocker). (4) The molecule is COC(=O)[C@H]1[C@@H](O)C[C@H]2CC[C@@H]1[NH+]2C. The result is 0 (non-blocker). (5) The compound is Cc1cccc(CN2CCC(Oc3ncnc4c3ccn4Cc3ccccc3)CC2)n1. The result is 1 (blocker). (6) The molecule is COc1cc(N)c(Cl)cc1C(=O)N[C@H]1CCN(CC2CCN(C(=O)C(C)C)CC2)C[C@H]1OC. The result is 0 (non-blocker). (7) The drug is CCOc1ccc(C2(O)CCC(N3CCC(NC(=O)CNC(=O)c4cccc(C(F)(F)F)c4)C3)CC2)cn1. The result is 0 (non-blocker).